From a dataset of Full USPTO retrosynthesis dataset with 1.9M reactions from patents (1976-2016). Predict the reactants needed to synthesize the given product. (1) Given the product [F:1][C:2]([F:13])([F:14])[O:3][CH:4]1[CH2:7][CH:6]([C:8]([OH:10])=[O:9])[CH2:5]1, predict the reactants needed to synthesize it. The reactants are: [F:1][C:2]([F:14])([F:13])[O:3][CH:4]1[CH2:7][CH:6]([C:8]([O:10]CC)=[O:9])[CH2:5]1.[OH-].[Na+]. (2) Given the product [CH3:11][C:8]1[CH:9]=[CH:10][C:5]([C:3]2[N:4]=[C:14]([C:13]([Cl:24])([Cl:23])[Cl:12])[O:1][N:2]=2)=[CH:6][CH:7]=1, predict the reactants needed to synthesize it. The reactants are: [OH:1][N:2]=[C:3]([C:5]1[CH:10]=[CH:9][C:8]([CH3:11])=[CH:7][CH:6]=1)[NH2:4].[Cl:12][C:13]([Cl:24])([Cl:23])[C:14](O[C:14](=O)[C:13]([Cl:24])([Cl:23])[Cl:12])=O.O. (3) Given the product [Br:12][CH2:2][CH2:3][CH2:4][C:5]1[CH:10]=[CH:9][C:8]([OH:11])=[CH:7][CH:6]=1, predict the reactants needed to synthesize it. The reactants are: O[CH2:2][CH2:3][CH2:4][C:5]1[CH:10]=[CH:9][C:8]([OH:11])=[CH:7][CH:6]=1.[BrH:12]. (4) Given the product [CH3:1][O:2][C:3]([CH:5]1[CH2:10][CH:9]([S:24][C:20]2[CH:21]=[CH:22][CH:23]=[C:18]([C:17]([F:16])([F:25])[F:26])[CH:19]=2)[CH2:8][CH2:7][O:6]1)=[O:4], predict the reactants needed to synthesize it. The reactants are: [CH3:1][O:2][C:3]([CH:5]1[CH2:10][CH:9](OS(C)(=O)=O)[CH2:8][CH2:7][O:6]1)=[O:4].[F:16][C:17]([F:26])([F:25])[C:18]1[CH:19]=[C:20]([SH:24])[CH:21]=[CH:22][CH:23]=1.C([O-])([O-])=O.[K+].[K+]. (5) Given the product [N:8]([CH:11]1[CH2:12][CH2:13][NH:14][CH2:15][CH2:16][CH:17]1[OH:18])=[N+:9]=[N-:10], predict the reactants needed to synthesize it. The reactants are: FC(F)(F)C(O)=O.[N:8]([CH:11]1[CH:17]([OH:18])[CH2:16][CH2:15][N:14](C(OC(C)(C)C)=O)[CH2:13][CH2:12]1)=[N+:9]=[N-:10]. (6) The reactants are: [Cl:1][C:2]1[CH:3]=[CH:4][C:5]2[N:11]3[CH:12]=[CH:13][CH:14]=[C:10]3[C@@H:9]([CH2:15][CH2:16][N:17]3[C:21]([CH2:22][CH2:23][C:24]([O:26]C)=[O:25])=[N:20][N:19]=[N:18]3)[O:8][C@H:7]([C:28]3[CH:33]=[CH:32][CH:31]=[C:30]([O:34][CH3:35])[C:29]=3[O:36][CH3:37])[C:6]=2[CH:38]=1.C(=O)([O-])[O-].[K+].[K+]. Given the product [Cl:1][C:2]1[CH:3]=[CH:4][C:5]2[N:11]3[CH:12]=[CH:13][CH:14]=[C:10]3[C@@H:9]([CH2:15][CH2:16][N:17]3[C:21]([CH2:22][CH2:23][C:24]([OH:26])=[O:25])=[N:20][N:19]=[N:18]3)[O:8][C@H:7]([C:28]3[CH:33]=[CH:32][CH:31]=[C:30]([O:34][CH3:35])[C:29]=3[O:36][CH3:37])[C:6]=2[CH:38]=1, predict the reactants needed to synthesize it. (7) Given the product [N:8]([CH2:11][C:12]1[C:13]([C:32]([NH:1][N:2]2[CH2:7][CH2:6][CH2:5][CH2:4][CH2:3]2)=[O:33])=[N:14][C:15]([C:25]2[CH:30]=[CH:29][C:28]([Cl:31])=[CH:27][CH:26]=2)=[C:16]([C:18]2[CH:19]=[CH:20][C:21]([Cl:24])=[CH:22][CH:23]=2)[N:17]=1)=[N+:9]=[N-:10], predict the reactants needed to synthesize it. The reactants are: [NH2:1][N:2]1[CH2:7][CH2:6][CH2:5][CH2:4][CH2:3]1.[N:8]([CH2:11][C:12]1[C:13]([C:32](Cl)=[O:33])=[N:14][C:15]([C:25]2[CH:30]=[CH:29][C:28]([Cl:31])=[CH:27][CH:26]=2)=[C:16]([C:18]2[CH:23]=[CH:22][C:21]([Cl:24])=[CH:20][CH:19]=2)[N:17]=1)=[N+:9]=[N-:10]. (8) Given the product [Cl:26][C:2]1[CH:3]=[CH:4][C:5]([N:11]2[N:15]=[CH:14][CH:13]=[N:12]2)=[C:6]([CH:10]=1)[C:7]([OH:9])=[O:8], predict the reactants needed to synthesize it. The reactants are: C[C:2]1[CH:3]=[CH:4][C:5]([N:11]2[N:15]=[CH:14][CH:13]=[N:12]2)=[C:6]([CH:10]=1)[C:7]([OH:9])=[O:8].BrC1C=CC([Cl:26])=CC=1C(O)=O. (9) Given the product [N:21]1([C:2]2[C:11]([N:12]([CH:14]([CH3:16])[CH3:15])[CH3:13])=[N:10][C:9]3[C:4](=[CH:5][CH:6]=[C:7]([C:17]([OH:19])=[O:18])[CH:8]=3)[N:3]=2)[C:25]2[CH:26]=[CH:27][CH:28]=[CH:29][C:24]=2[N:23]=[CH:22]1, predict the reactants needed to synthesize it. The reactants are: Cl[C:2]1[C:11]([N:12]([CH:14]([CH3:16])[CH3:15])[CH3:13])=[N:10][C:9]2[C:4](=[CH:5][CH:6]=[C:7]([C:17]([O:19]C)=[O:18])[CH:8]=2)[N:3]=1.[NH:21]1[C:25]2[CH:26]=[CH:27][CH:28]=[CH:29][C:24]=2[N:23]=[CH:22]1.C(O[K])(C)=O. (10) Given the product [Cl:29][C:15]1[CH:14]=[C:4]([CH:3]=[C:2]([Cl:1])[C:16]=1[O:17][C:18]1[CH:23]=[CH:22][C:21]([OH:24])=[C:20]([CH:26]([CH3:27])[CH3:28])[CH:19]=1)[CH2:5][P:6](=[O:7])([OH:10])[OH:13], predict the reactants needed to synthesize it. The reactants are: [Cl:1][C:2]1[CH:3]=[C:4]([CH:14]=[C:15]([Cl:29])[C:16]=1[O:17][C:18]1[CH:23]=[CH:22][C:21]([O:24]C)=[C:20]([CH:26]([CH3:28])[CH3:27])[CH:19]=1)[CH2:5][P:6](=[O:13])([O:10]CC)[O:7]CC.Br[Si](C)(C)C.B(Br)(Br)Br.